Dataset: Forward reaction prediction with 1.9M reactions from USPTO patents (1976-2016). Task: Predict the product of the given reaction. (1) Given the reactants [CH:1]1([NH2:4])[CH2:3][CH2:2]1.[O:5]=[C:6]1[C:14]2[C:9](=[CH:10][CH:11]=[CH:12][CH:13]=2)[C:8](=[O:15])[N:7]1[CH2:16][CH2:17][CH2:18][CH:19]=O.[BH-](OC(C)=O)(OC(C)=O)OC(C)=O.[Na+].[CH3:35][C:36]([O:39][C:40](O[C:40]([O:39][C:36]([CH3:38])([CH3:37])[CH3:35])=[O:41])=[O:41])([CH3:38])[CH3:37], predict the reaction product. The product is: [C:36]([O:39][C:40](=[O:41])[N:4]([CH:1]1[CH2:3][CH2:2]1)[CH2:19][CH2:18][CH2:17][CH2:16][N:7]1[C:8](=[O:15])[C:9]2[C:14](=[CH:13][CH:12]=[CH:11][CH:10]=2)[C:6]1=[O:5])([CH3:38])([CH3:37])[CH3:35]. (2) Given the reactants [C:1]([O:5][C:6]([N:8]1[CH2:12][CH:11]([CH2:13][C:14]2[CH:19]=[CH:18][CH:17]=[CH:16][CH:15]=2)[C:10]([F:22])([CH:20]=O)[CH2:9]1)=[O:7])([CH3:4])([CH3:3])[CH3:2].[CH:23]1([NH2:26])[CH2:25][CH2:24]1.[BH-](OC(C)=O)(OC(C)=O)OC(C)=O.[Na+], predict the reaction product. The product is: [C:1]([O:5][C:6]([N:8]1[CH2:12][CH:11]([CH2:13][C:14]2[CH:19]=[CH:18][CH:17]=[CH:16][CH:15]=2)[C:10]([CH2:20][NH:26][CH:23]2[CH2:25][CH2:24]2)([F:22])[CH2:9]1)=[O:7])([CH3:4])([CH3:3])[CH3:2]. (3) Given the reactants Cl[C:2]1[N:7]=[CH:6][N:5]=[C:4]([NH2:8])[C:3]=1[C:9]1[O:13][N:12]=[C:11]([CH3:14])[N:10]=1.[NH2:15][C@H:16]([C:19]1[N:28]([CH:29]2[CH2:31][CH2:30]2)[C:27](=[O:32])[C:26]2[C:21](=[CH:22][CH:23]=[CH:24][C:25]=2[CH3:33])[N:20]=1)[CH2:17][CH3:18].CCN(C(C)C)C(C)C.CCOC(C)=O, predict the reaction product. The product is: [NH2:8][C:4]1[N:5]=[CH:6][N:7]=[C:2]([NH:15][C@H:16]([C:19]2[N:28]([CH:29]3[CH2:31][CH2:30]3)[C:27](=[O:32])[C:26]3[C:21](=[CH:22][CH:23]=[CH:24][C:25]=3[CH3:33])[N:20]=2)[CH2:17][CH3:18])[C:3]=1[C:9]1[O:13][N:12]=[C:11]([CH3:14])[N:10]=1. (4) Given the reactants [CH3:1][O:2][C:3](=[O:15])[C:4]1[CH:13]=[C:12]([OH:14])[CH:11]=[C:6]([C:7]([O:9][CH3:10])=[O:8])[CH:5]=1.I[CH:17]([CH3:19])[CH3:18].C(=O)([O-])[O-].[K+].[K+].[Cl-].[NH4+], predict the reaction product. The product is: [CH3:10][O:9][C:7](=[O:8])[C:6]1[CH:11]=[C:12]([O:14][CH:17]([CH3:19])[CH3:18])[CH:13]=[C:4]([C:3]([O:2][CH3:1])=[O:15])[CH:5]=1.